Dataset: Catalyst prediction with 721,799 reactions and 888 catalyst types from USPTO. Task: Predict which catalyst facilitates the given reaction. (1) Reactant: [CH3:1][CH:2]([N:24]1C(=O)C2C(=CC=CC=2)C1=O)[C:3]#[C:4][C:5]1[S:9][C:8]([O:10][C:11]2[CH:16]=[CH:15][C:14]([O:17][C:18]3[CH:23]=[CH:22][CH:21]=[CH:20][CH:19]=3)=[CH:13][CH:12]=2)=[N:7][CH:6]=1.O.NN. Product: [CH3:1][CH:2]([NH2:24])[C:3]#[C:4][C:5]1[S:9][C:8]([O:10][C:11]2[CH:16]=[CH:15][C:14]([O:17][C:18]3[CH:23]=[CH:22][CH:21]=[CH:20][CH:19]=3)=[CH:13][CH:12]=2)=[N:7][CH:6]=1. The catalyst class is: 1. (2) Reactant: [C:1](=[O:23])(OC1C=CC([N+]([O-])=O)=CC=1)[O:2][CH2:3][C:4]1[CH:9]=[CH:8][C:7]([N:10]=[N+:11]=[N-:12])=[CH:6][CH:5]=1.[NH:24]([C:33]([O:35][C:36]([CH3:39])([CH3:38])[CH3:37])=[O:34])[C@H:25]([C:30]([OH:32])=[O:31])[CH2:26][CH2:27][CH2:28][NH2:29].C(=O)(O)[O-].[Na+].S(=O)(=O)(O)[O-].[K+]. Product: [N:10]([C:7]1[CH:6]=[CH:5][C:4]([CH2:3][O:2][C:1]([NH:29][CH2:28][CH2:27][CH2:26][C@H:25]([NH:24][C:33]([O:35][C:36]([CH3:39])([CH3:38])[CH3:37])=[O:34])[C:30]([OH:32])=[O:31])=[O:23])=[CH:9][CH:8]=1)=[N+:11]=[N-:12]. The catalyst class is: 872. (3) Reactant: [C:1](Cl)(=[O:7])[CH2:2][CH2:3][CH2:4][CH2:5][CH3:6].[N+:9]([C:12]1[CH:38]=[CH:37][C:15]([CH2:16][O:17][C:18]2[CH:19]=[C:20]([CH:34]=[CH:35][CH:36]=2)[C:21]([NH:23][C:24]2[CH:29]=[CH:28][CH:27]=[CH:26][C:25]=2[S:30](=[O:33])(=[O:32])[NH2:31])=[O:22])=[CH:14][CH:13]=1)([O-:11])=[O:10]. Product: [N+:9]([C:12]1[CH:13]=[CH:14][C:15]([CH2:16][O:17][C:18]2[CH:19]=[C:20]([CH:34]=[CH:35][CH:36]=2)[C:21]([NH:23][C:24]2[CH:29]=[CH:28][CH:27]=[CH:26][C:25]=2[S:30]([NH:31][C:1](=[O:7])[CH2:2][CH2:3][CH2:4][CH2:5][CH3:6])(=[O:33])=[O:32])=[O:22])=[CH:37][CH:38]=1)([O-:11])=[O:10]. The catalyst class is: 367.